From a dataset of NCI-60 drug combinations with 297,098 pairs across 59 cell lines. Regression. Given two drug SMILES strings and cell line genomic features, predict the synergy score measuring deviation from expected non-interaction effect. (1) Drug 1: CC1=C(C=C(C=C1)C(=O)NC2=CC(=CC(=C2)C(F)(F)F)N3C=C(N=C3)C)NC4=NC=CC(=N4)C5=CN=CC=C5. Drug 2: B(C(CC(C)C)NC(=O)C(CC1=CC=CC=C1)NC(=O)C2=NC=CN=C2)(O)O. Cell line: SK-MEL-28. Synergy scores: CSS=37.6, Synergy_ZIP=0.578, Synergy_Bliss=-6.38, Synergy_Loewe=-15.6, Synergy_HSA=-15.5. (2) Drug 1: CC1C(C(CC(O1)OC2CC(CC3=C2C(=C4C(=C3O)C(=O)C5=C(C4=O)C(=CC=C5)OC)O)(C(=O)CO)O)N)O.Cl. Drug 2: COC1=C(C=C2C(=C1)N=CN=C2NC3=CC(=C(C=C3)F)Cl)OCCCN4CCOCC4. Cell line: HOP-62. Synergy scores: CSS=6.22, Synergy_ZIP=2.52, Synergy_Bliss=6.96, Synergy_Loewe=1.02, Synergy_HSA=1.09. (3) Drug 1: C1=C(C(=O)NC(=O)N1)F. Drug 2: CCN(CC)CCNC(=O)C1=C(NC(=C1C)C=C2C3=C(C=CC(=C3)F)NC2=O)C. Cell line: EKVX. Synergy scores: CSS=26.1, Synergy_ZIP=3.93, Synergy_Bliss=-0.317, Synergy_Loewe=0.111, Synergy_HSA=-0.149. (4) Drug 1: C1=CC(=C2C(=C1NCCNCCO)C(=O)C3=C(C=CC(=C3C2=O)O)O)NCCNCCO. Drug 2: N.N.Cl[Pt+2]Cl. Cell line: OVCAR-4. Synergy scores: CSS=10.8, Synergy_ZIP=-2.82, Synergy_Bliss=-5.85, Synergy_Loewe=-40.4, Synergy_HSA=-5.13. (5) Drug 1: C1CCN(CC1)CCOC2=CC=C(C=C2)C(=O)C3=C(SC4=C3C=CC(=C4)O)C5=CC=C(C=C5)O. Drug 2: CCCCC(=O)OCC(=O)C1(CC(C2=C(C1)C(=C3C(=C2O)C(=O)C4=C(C3=O)C=CC=C4OC)O)OC5CC(C(C(O5)C)O)NC(=O)C(F)(F)F)O. Cell line: SW-620. Synergy scores: CSS=-1.99, Synergy_ZIP=1.75, Synergy_Bliss=1.43, Synergy_Loewe=-0.713, Synergy_HSA=-3.37. (6) Drug 1: CC1=CC2C(CCC3(C2CCC3(C(=O)C)OC(=O)C)C)C4(C1=CC(=O)CC4)C. Drug 2: CC1CCCC2(C(O2)CC(NC(=O)CC(C(C(=O)C(C1O)C)(C)C)O)C(=CC3=CSC(=N3)C)C)C. Cell line: MALME-3M. Synergy scores: CSS=4.00, Synergy_ZIP=2.07, Synergy_Bliss=5.21, Synergy_Loewe=-6.07, Synergy_HSA=0.0459. (7) Drug 1: CC1=CC=C(C=C1)C2=CC(=NN2C3=CC=C(C=C3)S(=O)(=O)N)C(F)(F)F. Drug 2: C(=O)(N)NO. Cell line: IGROV1. Synergy scores: CSS=-1.51, Synergy_ZIP=-0.279, Synergy_Bliss=-2.47, Synergy_Loewe=-1.74, Synergy_HSA=-2.74. (8) Drug 1: CS(=O)(=O)C1=CC(=C(C=C1)C(=O)NC2=CC(=C(C=C2)Cl)C3=CC=CC=N3)Cl. Drug 2: CC1=C(C(=O)C2=C(C1=O)N3CC4C(C3(C2COC(=O)N)OC)N4)N. Cell line: MCF7. Synergy scores: CSS=31.1, Synergy_ZIP=3.99, Synergy_Bliss=5.52, Synergy_Loewe=-7.55, Synergy_HSA=7.46. (9) Synergy scores: CSS=4.64, Synergy_ZIP=-3.11, Synergy_Bliss=-3.47, Synergy_Loewe=-3.85, Synergy_HSA=-3.60. Cell line: 786-0. Drug 1: C1C(C(OC1N2C=NC3=C(N=C(N=C32)Cl)N)CO)O. Drug 2: CC12CCC3C(C1CCC2OP(=O)(O)O)CCC4=C3C=CC(=C4)OC(=O)N(CCCl)CCCl.[Na+]. (10) Drug 1: CCCS(=O)(=O)NC1=C(C(=C(C=C1)F)C(=O)C2=CNC3=C2C=C(C=N3)C4=CC=C(C=C4)Cl)F. Drug 2: CC1=C(C=C(C=C1)C(=O)NC2=CC(=CC(=C2)C(F)(F)F)N3C=C(N=C3)C)NC4=NC=CC(=N4)C5=CN=CC=C5. Cell line: MOLT-4. Synergy scores: CSS=-18.3, Synergy_ZIP=4.24, Synergy_Bliss=-10.7, Synergy_Loewe=-18.3, Synergy_HSA=-17.6.